Task: Regression. Given a peptide amino acid sequence and an MHC pseudo amino acid sequence, predict their binding affinity value. This is MHC class I binding data.. Dataset: Peptide-MHC class I binding affinity with 185,985 pairs from IEDB/IMGT (1) The binding affinity (normalized) is 0.622. The MHC is HLA-A68:01 with pseudo-sequence HLA-A68:01. The peptide sequence is ITYKCPLLR. (2) The peptide sequence is WLVLRINKAL. The MHC is HLA-A02:03 with pseudo-sequence HLA-A02:03. The binding affinity (normalized) is 0.487. (3) The peptide sequence is WKFDSRLAL. The MHC is HLA-A11:01 with pseudo-sequence HLA-A11:01. The binding affinity (normalized) is 0. (4) The peptide sequence is AEMKTDAATL. The MHC is HLA-B45:01 with pseudo-sequence HLA-B45:01. The binding affinity (normalized) is 0.581. (5) The peptide sequence is IEAGDEVFF. The MHC is HLA-B15:17 with pseudo-sequence HLA-B15:17. The binding affinity (normalized) is 0.0847. (6) The peptide sequence is MPEWVNFKF. The binding affinity (normalized) is 0.800. The MHC is HLA-B35:01 with pseudo-sequence HLA-B35:01. (7) The peptide sequence is GRRATAILR. The MHC is HLA-A02:11 with pseudo-sequence HLA-A02:11. The binding affinity (normalized) is 0.0847.